From a dataset of Reaction yield outcomes from USPTO patents with 853,638 reactions. Predict the reaction yield, written as a fraction of the theoretical maximum amount of product (1.0 means a 100% yield; for example, 0.34 means a 34% yield). The reactants are [F:1][C:2]1[C:16]([F:17])=[CH:15][CH:14]=[C:13]([C:18]([N:20]2CC(=C)C2)=[O:19])[C:3]=1[NH:4][C:5]1[CH:10]=[CH:9][C:8]([I:11])=[CH:7][C:6]=1[F:12].C[N+]1([O-])CC[O:29][CH2:28]C1.[CH3:33][C:34]([CH3:36])=[O:35].O. The catalyst is [Os](=O)(=O)(=O)=O. The product is [F:1][C:2]1[C:3]([NH:4][C:5]2[CH:10]=[CH:9][C:8]([I:11])=[CH:7][C:6]=2[F:12])=[C:13]([C:18]([N:20]2[CH2:36][C:34]([CH2:28][OH:29])([OH:35])[CH2:33]2)=[O:19])[CH:14]=[CH:15][C:16]=1[F:17]. The yield is 0.280.